From a dataset of CYP2C19 inhibition data for predicting drug metabolism from PubChem BioAssay. Regression/Classification. Given a drug SMILES string, predict its absorption, distribution, metabolism, or excretion properties. Task type varies by dataset: regression for continuous measurements (e.g., permeability, clearance, half-life) or binary classification for categorical outcomes (e.g., BBB penetration, CYP inhibition). Dataset: cyp2c19_veith. (1) The drug is Cc1ccc(NC(=O)c2c(C(F)(F)F)nn(C)c2SCc2cccc(C(F)(F)F)c2)cc1C. The result is 1 (inhibitor). (2) The molecule is CN1CCCN(C2C3CC4CC(C3)CC2C4)CC1. The result is 0 (non-inhibitor). (3) The drug is O=C(/C=C/c1cccc([N+](=O)[O-])c1)NCCN1CCOCC1. The result is 0 (non-inhibitor).